From a dataset of Reaction yield outcomes from USPTO patents with 853,638 reactions. Predict the reaction yield, written as a fraction of the theoretical maximum amount of product (1.0 means a 100% yield; for example, 0.34 means a 34% yield). (1) The reactants are [F:1][C:2]1[C:7]([F:8])=[CH:6][C:5]([C:9]2[CH:14]=[CH:13][C:12]([O:15][CH2:16][C:17]3[CH:25]=[C:24]4[C:20]([CH:21]=[CH:22][NH:23]4)=[CH:19][CH:18]=3)=[CH:11][CH:10]=2)=[C:4]([O:26][CH3:27])[CH:3]=1.CN(C)C=O.C(=O)([O-])[O-].[Cs+].[Cs+].[CH2:39]([O:41][C:42](=[O:46])[CH2:43][CH2:44]Br)[CH3:40]. The yield is 0.730. The catalyst is CS(C)=O. The product is [CH2:39]([O:41][C:42](=[O:46])[CH2:43][CH2:44][N:23]1[C:24]2[C:20](=[CH:19][CH:18]=[C:17]([CH2:16][O:15][C:12]3[CH:13]=[CH:14][C:9]([C:5]4[CH:6]=[C:7]([F:8])[C:2]([F:1])=[CH:3][C:4]=4[O:26][CH3:27])=[CH:10][CH:11]=3)[CH:25]=2)[CH:21]=[CH:22]1)[CH3:40]. (2) The reactants are [C:1]([O:5][C:6]([NH:8][C@H:9]1[CH2:14][CH2:13][CH2:12][N:11]([C:15]2[CH:20]=[CH:19][N:18]=[CH:17][C:16]=2[NH:21][C:22]([C:24]2[C:33]([NH:34][C:35](=[O:44])[O:36][CH2:37][C:38]3[CH:43]=[CH:42][CH:41]=[CH:40][CH:39]=3)=[CH:32][C:31]3[C:26](=[CH:27][C:28]([CH:45]=[O:46])=[CH:29][CH:30]=3)[N:25]=2)=[O:23])[CH2:10]1)=[O:7])([CH3:4])([CH3:3])[CH3:2].[CH2:47]1COCC1. The catalyst is C[Mg]Br.CCOC(C)=O.Cl. The product is [C:1]([O:5][C:6]([NH:8][C@H:9]1[CH2:14][CH2:13][CH2:12][N:11]([C:15]2[CH:20]=[CH:19][N:18]=[CH:17][C:16]=2[NH:21][C:22]([C:24]2[C:33]([NH:34][C:35](=[O:44])[O:36][CH2:37][C:38]3[CH:39]=[CH:40][CH:41]=[CH:42][CH:43]=3)=[CH:32][C:31]3[C:26](=[CH:27][C:28]([CH:45]([OH:46])[CH3:47])=[CH:29][CH:30]=3)[N:25]=2)=[O:23])[CH2:10]1)=[O:7])([CH3:4])([CH3:2])[CH3:3]. The yield is 0.980. (3) The reactants are [N+:1]([C:4]1[CH:5]=[C:6]([CH2:13]O)[CH:7]=[C:8]([N+:10]([O-:12])=[O:11])[CH:9]=1)([O-:3])=[O:2].C1(P(C2C=CC=CC=2)C2C=CC=CC=2)C=CC=CC=1.[C:34]1(=[O:44])[NH:38][C:37](=[O:39])[C:36]2=[CH:40][CH:41]=[CH:42][CH:43]=[C:35]12.CC(OC(/N=N/C(OC(C)C)=O)=O)C. The catalyst is C1COCC1. The yield is 0.580. The product is [N+:1]([C:4]1[CH:5]=[C:6]([CH2:13][N:38]2[C:37](=[O:39])[C:36]3=[CH:40][CH:41]=[CH:42][CH:43]=[C:35]3[C:34]2=[O:44])[CH:7]=[C:8]([N+:10]([O-:12])=[O:11])[CH:9]=1)([O-:3])=[O:2]. (4) The reactants are [CH2:1]([O:4][C:5](=[O:61])[C:6]1[CH:11]=[CH:10][C:9]([NH:12][C:13](=[O:54])[C:14]2[CH:19]=[CH:18][C:17]([NH:20][C:21](=[O:47])[C:22]3[CH:27]=[CH:26][C:25]([NH:28][C:29](=[O:46])[C@@H:30]([NH:34][C:35](=[O:45])[C:36]4[CH:41]=[CH:40][C:39]([N+:42]([O-])=O)=[CH:38][N:37]=4)[CH2:31][C:32]#[N:33])=[CH:24][CH:23]=3)=[C:16]([O:48][CH3:49])[C:15]=2[O:50][CH2:51][CH:52]=[CH2:53])=[C:8]([O:55][CH3:56])[C:7]=1[O:57][CH2:58][CH:59]=[CH2:60])[CH:2]=[CH2:3].Cl[Sn]Cl.O. The catalyst is CCO. The product is [CH2:58]([O:57][C:7]1[C:8]([O:55][CH3:56])=[C:9]([NH:12][C:13](=[O:54])[C:14]2[CH:19]=[CH:18][C:17]([NH:20][C:21](=[O:47])[C:22]3[CH:27]=[CH:26][C:25]([NH:28][C:29](=[O:46])[C@@H:30]([NH:34][C:35]([C:36]4[CH:41]=[CH:40][C:39]([NH2:42])=[CH:38][N:37]=4)=[O:45])[CH2:31][C:32]#[N:33])=[CH:24][CH:23]=3)=[C:16]([O:48][CH3:49])[C:15]=2[O:50][CH2:51][CH:52]=[CH2:53])[CH:10]=[CH:11][C:6]=1[C:5]([O:4][CH2:1][CH:2]=[CH2:3])=[O:61])[CH:59]=[CH2:60]. The yield is 0.600. (5) The reactants are [F:1][C:2]1[CH:17]=[CH:16][C:5]([CH2:6][CH:7]([C:13](=O)[CH3:14])[C:8]([O:10]CC)=O)=[CH:4][C:3]=1[O:18][C:19]([F:22])([F:21])[F:20].[NH2:23][C:24]1[C:28]([C:29]([O:31][CH2:32][CH3:33])=[O:30])=[CH:27][NH:26][N:25]=1. The catalyst is CC(O)=O.O. The product is [F:1][C:2]1[CH:17]=[CH:16][C:5]([CH2:6][C:7]2[C:13]([CH3:14])=[N:23][C:24]3[N:25]([N:26]=[CH:27][C:28]=3[C:29]([O:31][CH2:32][CH3:33])=[O:30])[C:8]=2[OH:10])=[CH:4][C:3]=1[O:18][C:19]([F:20])([F:21])[F:22]. The yield is 0.470. (6) The reactants are [CH3:1][O:2][C:3]([C:5]1([NH:11][C:12]([O:14][C:15]([CH3:18])([CH3:17])[CH3:16])=[O:13])[CH2:7][CH:6]1[CH2:8][CH2:9][OH:10])=[O:4].[CH3:19][S:20](Cl)(=[O:22])=[O:21]. The catalyst is C(Cl)Cl. The product is [CH3:1][O:2][C:3]([C:5]1([NH:11][C:12]([O:14][C:15]([CH3:18])([CH3:17])[CH3:16])=[O:13])[CH2:7][CH:6]1[CH2:8][CH2:9][O:10][S:20]([CH3:19])(=[O:22])=[O:21])=[O:4]. The yield is 0.840.